This data is from Catalyst prediction with 721,799 reactions and 888 catalyst types from USPTO. The task is: Predict which catalyst facilitates the given reaction. (1) Reactant: CN(CCO)C.[Li]CCCC.[CH3:12][C:13]1[CH:14]=[N:15][CH:16]=[C:17]([CH3:19])[CH:18]=1.C(Br)(Br)(Br)[Br:21]. Product: [Br:21][C:14]1[C:13]([CH3:12])=[CH:18][C:17]([CH3:19])=[CH:16][N:15]=1. The catalyst class is: 805. (2) Reactant: CN(C)C=O.[F:6][C:7]1[CH:8]=[C:9]([CH:11]=[CH:12][CH:13]=1)[NH2:10].Br[CH:15]1[CH2:20][CH2:19][O:18][C:16]1=[O:17].C(=O)([O-])[O-].[Na+].[Na+]. Product: [F:6][C:7]1[CH:8]=[C:9]([NH:10][CH:15]2[CH2:20][CH2:19][O:18][C:16]2=[O:17])[CH:11]=[CH:12][CH:13]=1. The catalyst class is: 6. (3) Reactant: [F:1][C:2]1[CH:7]=[CH:6][C:5]([C:8](=NO)[CH2:9][C:10]2[CH:15]=[CH:14][N:13]=[CH:12][CH:11]=2)=[CH:4][CH:3]=1.FC1C=CC(C(C2C=C[N:37]=[CH:36][CH:35]=2)C(C2C=CC=CC=2)=O)=CC=1.Cl.N[OH:42].N1C=CC=CC=1. Product: [F:1][C:2]1[CH:7]=[CH:6][C:5]([C:8]2[O:42][C:36]([CH3:35])=[N:37][C:9]=2[C:10]2[CH:15]=[CH:14][N:13]=[CH:12][CH:11]=2)=[CH:4][CH:3]=1. The catalyst class is: 88. (4) Reactant: [CH3:1][C:2]1[C:3]([OH:11])=[CH:4][C:5]2[S:9][CH:8]=[N:7][C:6]=2[CH:10]=1.[Br:12]Br. Product: [Br:12][C:4]1[C:5]2[S:9][CH:8]=[N:7][C:6]=2[CH:10]=[C:2]([CH3:1])[C:3]=1[OH:11]. The catalyst class is: 15.